Dataset: Forward reaction prediction with 1.9M reactions from USPTO patents (1976-2016). Task: Predict the product of the given reaction. (1) Given the reactants [N:1]1([C:10]([O:12][CH2:13][C:14]2[CH:19]=[CH:18][CH:17]=[CH:16][CH:15]=2)=[O:11])[CH2:9][C@H:7]([OH:8])[CH2:6][C@H:2]1[C:3]([OH:5])=[O:4].C([O-])([O-])=O.[K+].[K+].Br[C:27]([CH3:30])([CH3:29])[CH3:28], predict the reaction product. The product is: [C:27]([O:4][C:3]([CH:2]1[CH2:6][CH:7]([OH:8])[CH2:9][N:1]1[C:10]([O:12][CH2:13][C:14]1[CH:19]=[CH:18][CH:17]=[CH:16][CH:15]=1)=[O:11])=[O:5])([CH3:30])([CH3:29])[CH3:28]. (2) Given the reactants [C:1]([N:4]1[CH2:9][CH2:8][N:7]([C:10]2[CH:11]=[CH:12][C:13]([CH2:16][CH2:17][C:18]3[CH:19]=[C:20]([CH2:23][CH2:24][C:25]([O:27]C)=O)[S:21][CH:22]=3)=[N:14][CH:15]=2)[CH2:6][CH2:5]1)(=[O:3])[CH3:2].O.[NH2:30][NH2:31].C(Cl)(Cl)[Cl:33], predict the reaction product. The product is: [ClH:33].[ClH:33].[ClH:33].[C:1]([N:4]1[CH2:9][CH2:8][N:7]([C:10]2[CH:11]=[CH:12][C:13]([CH2:16][CH2:17][C:18]3[CH:19]=[C:20]([CH2:23][CH2:24][C:25]([NH:30][NH2:31])=[O:27])[S:21][CH:22]=3)=[N:14][CH:15]=2)[CH2:6][CH2:5]1)(=[O:3])[CH3:2]. (3) Given the reactants [CH3:1][N:2]1[C:14]2[CH2:13][CH2:12][CH:11]([CH:15]3[CH2:20][CH2:19][O:18][CH2:17][CH2:16]3)[CH2:10][C:9]=2[C:8]2[C:3]1=[CH:4][CH:5]=[C:6]([C:21](O)=[O:22])[CH:7]=2.[CH3:24][C:25]([O:28][C:29]([NH:31][CH:32]1[CH2:37][NH:36][CH2:35][CH2:34][CH2:33]1)=[O:30])([CH3:27])[CH3:26].CN(C(ON1N=NC2C=CC=NC1=2)=[N+](C)C)C.F[P-](F)(F)(F)(F)F.C(N(CC)C(C)C)(C)C, predict the reaction product. The product is: [CH3:1][N:2]1[C:14]2[CH2:13][CH2:12][CH:11]([CH:15]3[CH2:20][CH2:19][O:18][CH2:17][CH2:16]3)[CH2:10][C:9]=2[C:8]2[C:3]1=[CH:4][CH:5]=[C:6]([C:21]([N:36]1[CH2:35][CH2:34][CH2:33][CH:32]([NH:31][C:29](=[O:30])[O:28][C:25]([CH3:24])([CH3:26])[CH3:27])[CH2:37]1)=[O:22])[CH:7]=2. (4) Given the reactants [CH:1]1([C:4]2[N:8]=[C:7]([CH:9]3[CH2:14][CH:13]([C:15]4[CH:20]=[CH:19][C:18]([C:21]([F:24])([F:23])[F:22])=[CH:17][CH:16]=4)[CH2:12][N:11]([C:25](OC4C=CC([N+]([O-])=O)=CC=4)=[O:26])[CH2:10]3)[O:6][N:5]=2)[CH2:3][CH2:2]1.Cl.Cl.[NH2:39][CH:40]1[CH2:44][CH2:43][NH:42][CH2:41]1, predict the reaction product. The product is: [NH2:39][CH:40]1[CH2:44][CH2:43][N:42]([C:25]([N:11]2[CH2:12][CH:13]([C:15]3[CH:20]=[CH:19][C:18]([C:21]([F:23])([F:22])[F:24])=[CH:17][CH:16]=3)[CH2:14][CH:9]([C:7]3[O:6][N:5]=[C:4]([CH:1]4[CH2:2][CH2:3]4)[N:8]=3)[CH2:10]2)=[O:26])[CH2:41]1. (5) Given the reactants [CH2:1]([N:8]1[C:16]2[C:11](=[CH:12][CH:13]=[C:14]([O:17][CH3:18])[CH:15]=2)[CH:10]=[C:9]1[C:19](O)([CH3:21])[CH3:20])[C:2]1[CH:7]=[CH:6][CH:5]=[CH:4][CH:3]=1.Cl.CCOCC, predict the reaction product. The product is: [CH2:1]([N:8]1[C:16]2[C:11](=[CH:12][CH:13]=[C:14]([O:17][CH3:18])[CH:15]=2)[CH:10]=[C:9]1[CH:19]([CH3:21])[CH3:20])[C:2]1[CH:3]=[CH:4][CH:5]=[CH:6][CH:7]=1. (6) Given the reactants [Cl:1][C:2]1[N:7]=[CH:6][CH:5]=[C:4](Cl)[N:3]=1.[CH3:9][NH:10][CH3:11], predict the reaction product. The product is: [Cl:1][C:2]1[N:3]=[C:4]([N:10]([CH3:11])[CH3:9])[CH:5]=[CH:6][N:7]=1. (7) Given the reactants [NH:1]([C:3]1[N:8]=[CH:7][C:6]([C:9]2[CH:10]=[CH:11][C:12](=[O:17])[N:13]([CH2:15][CH3:16])[CH:14]=2)=[CH:5][CH:4]=1)[NH2:2].N(C1C=CC=CC=1)=[C:19]=[S:20], predict the reaction product. The product is: [SH:20][C:19]1[N:8]2[CH:7]=[C:6]([C:9]3[CH:10]=[CH:11][C:12](=[O:17])[N:13]([CH2:15][CH3:16])[CH:14]=3)[CH:5]=[CH:4][C:3]2=[N:1][N:2]=1. (8) Given the reactants CON(C)[C:4]([C:6]1[O:7][C:8]([C:11]2[CH:16]=[CH:15][CH:14]=[CH:13][CH:12]=2)=[CH:9][CH:10]=1)=[O:5].[CH3:18][O:19][C:20]1[CH:21]=[C:22]([Mg]Br)[CH:23]=[C:24]([O:28][CH3:29])[C:25]=1[O:26][CH3:27], predict the reaction product. The product is: [C:11]1([C:8]2[O:7][C:6]([C:4]([C:22]3[CH:23]=[C:24]([O:28][CH3:29])[C:25]([O:26][CH3:27])=[C:20]([O:19][CH3:18])[CH:21]=3)=[O:5])=[CH:10][CH:9]=2)[CH:12]=[CH:13][CH:14]=[CH:15][CH:16]=1. (9) Given the reactants Cl.[CH3:2][O:3][NH2:4].C([O-])(=O)C.[Na+].[Cl:10][C:11]1[CH:32]=[C:31]([O:33][CH2:34][CH:35]=[C:36]([Cl:38])[Cl:37])[CH:30]=[C:29]([Cl:39])[C:12]=1[O:13][CH2:14][CH2:15][CH2:16][O:17][C:18]1[CH:23]=[CH:22][C:21]([C:24]#[C:25][C:26](=O)[CH3:27])=[CH:20][CH:19]=1, predict the reaction product. The product is: [CH3:2][O:3][N:4]=[C:26]([C:25]#[C:24][C:21]1[CH:22]=[CH:23][C:18]([O:17][CH2:16][CH2:15][CH2:14][O:13][C:12]2[C:29]([Cl:39])=[CH:30][C:31]([O:33][CH2:34][CH:35]=[C:36]([Cl:38])[Cl:37])=[CH:32][C:11]=2[Cl:10])=[CH:19][CH:20]=1)[CH3:27]. (10) Given the reactants Br[C:2]1[N:3]=[C:4]([O:9][CH3:10])[C:5]([NH2:8])=[N:6][CH:7]=1.[C:11]1(B(O)O)[CH:16]=[CH:15][CH:14]=[CH:13][CH:12]=1.C([O-])([O-])=O.[Na+].[Na+], predict the reaction product. The product is: [CH3:10][O:9][C:4]1[C:5]([NH2:8])=[N:6][CH:7]=[C:2]([C:11]2[CH:16]=[CH:15][CH:14]=[CH:13][CH:12]=2)[N:3]=1.